Dataset: Catalyst prediction with 721,799 reactions and 888 catalyst types from USPTO. Task: Predict which catalyst facilitates the given reaction. Reactant: [O:1]=[C:2]1[C:10]2[C:5](=[CH:6][CH:7]=[CH:8][CH:9]=2)[CH:4](P(=O)(OC)OC)[O:3]1.[F:17][C:18]1[CH:25]=[CH:24][C:21]([CH:22]=O)=[CH:20][C:19]=1[N+:26]([O-:28])=[O:27].C(N(CC)CC)C. Product: [F:17][C:18]1[CH:25]=[CH:24][C:21]([CH:22]=[C:4]2[C:5]3[C:10](=[CH:9][CH:8]=[CH:7][CH:6]=3)[C:2](=[O:1])[O:3]2)=[CH:20][C:19]=1[N+:26]([O-:28])=[O:27]. The catalyst class is: 7.